From a dataset of Forward reaction prediction with 1.9M reactions from USPTO patents (1976-2016). Predict the product of the given reaction. (1) Given the reactants O.O.[Sn](Cl)(Cl)(Cl)Cl.[N+:8]([C:11]1[CH:16]=[C:15]([N+:17]([O-])=O)[CH:14]=[CH:13][C:12]=1[CH2:20][C:21]([OH:23])=O)([O-])=O.[OH-].[Na+], predict the reaction product. The product is: [NH2:17][C:15]1[CH:16]=[C:11]2[C:12]([CH2:20][C:21](=[O:23])[NH:8]2)=[CH:13][CH:14]=1. (2) The product is: [CH2:1]([C:4]1[CH:9]=[CH:8][CH:7]=[C:6]([CH2:10][CH3:11])[N:5]=1)[CH3:2]. Given the reactants [C:1]([C:4]1[CH:9]=[CH:8][CH:7]=[C:6]([C:10](=O)[CH3:11])[N:5]=1)(=O)[CH3:2].[OH-].[K+], predict the reaction product. (3) Given the reactants Br[C:2]1[CH:7]=[CH:6][C:5](/[CH:8]=[CH:9]/[C:10]2[NH:11][CH:12]=[C:13]([C:15]3[CH:20]=[CH:19][C:18]([Cl:21])=[CH:17][C:16]=3[Cl:22])[N:14]=2)=[CH:4][CH:3]=1.[CH3:23][O:24][C:25]1[CH:30]=[C:29]([O:31][CH3:32])[CH:28]=[CH:27][C:26]=1B(O)O, predict the reaction product. The product is: [Cl:22][C:16]1[CH:17]=[C:18]([Cl:21])[CH:19]=[CH:20][C:15]=1[C:13]1[N:14]=[C:10](/[CH:9]=[CH:8]/[C:5]2[CH:6]=[CH:7][C:2]([C:28]3[CH:27]=[CH:26][C:25]([O:24][CH3:23])=[CH:30][C:29]=3[O:31][CH3:32])=[CH:3][CH:4]=2)[NH:11][CH:12]=1.